This data is from Forward reaction prediction with 1.9M reactions from USPTO patents (1976-2016). The task is: Predict the product of the given reaction. (1) Given the reactants [CH:1]12[CH2:10]C3CC(CC(C3)[CH:2]1OCC1C(Cl)=CC(C(NS(C)(=O)=O)=O)=C(F)C=1)C2.[C:28]12([O:38][CH2:39][C:40]3[C:55](Cl)=[CH:54][C:43]([C:44]([NH:46][S:47]([N:50]4[CH2:53][CH2:52][CH2:51]4)(=[O:49])=[O:48])=[O:45])=[C:42]([F:57])[CH:41]=3)[CH2:37][CH:32]3[CH2:33][CH:34]([CH2:36][CH:30]([CH2:31]3)[CH2:29]1)[CH2:35]2, predict the reaction product. The product is: [C:28]12([O:38][CH2:39][C:40]3[C:55]([CH:10]4[CH2:1][CH2:2]4)=[CH:54][C:43]([C:44]([NH:46][S:47]([N:50]4[CH2:53][CH2:52][CH2:51]4)(=[O:49])=[O:48])=[O:45])=[C:42]([F:57])[CH:41]=3)[CH2:37][CH:32]3[CH2:33][CH:34]([CH2:36][CH:30]([CH2:31]3)[CH2:29]1)[CH2:35]2. (2) Given the reactants [CH:1]([Si:4]([CH:20]([CH3:22])[CH3:21])([CH:17]([CH3:19])[CH3:18])[O:5][C:6]1[CH:7]=[C:8](Br)[C:9]2[C:14]([CH:15]=1)=[CH:13][CH:12]=[CH:11][CH:10]=2)([CH3:3])[CH3:2].[CH2:23]([C:28]1[CH:33]=[CH:32][C:31]([C:34]#[CH:35])=[CH:30][CH:29]=1)[CH2:24][CH2:25][CH2:26][CH3:27].C1C=CC(P(C2C=CC=CC=2)C2C=CC=CC=2)=CC=1, predict the reaction product. The product is: [CH2:23]([C:28]1[CH:29]=[CH:30][C:31]([C:34]#[C:35][C:8]2[C:9]3[C:14](=[CH:13][CH:12]=[CH:11][CH:10]=3)[CH:15]=[C:6]([O:5][Si:4]([CH:20]([CH3:22])[CH3:21])([CH:17]([CH3:19])[CH3:18])[CH:1]([CH3:3])[CH3:2])[CH:7]=2)=[CH:32][CH:33]=1)[CH2:24][CH2:25][CH2:26][CH3:27]. (3) Given the reactants [O:1]=[C:2]1[CH2:7][C:6](=[O:8])[C:5]2([CH2:13][CH2:12][N:11]([C:14]([O:16][CH2:17][C:18]3[CH:23]=[CH:22][CH:21]=[CH:20][CH:19]=3)=[O:15])[CH2:10][CH2:9]2)[O:4][CH2:3]1.C([O-])(O)=O.[Na+].Br[CH2:30][C:31](=O)[C:32]([OH:34])=[O:33], predict the reaction product. The product is: [CH2:17]([O:16][C:14]([N:11]1[CH2:12][CH2:13][C:5]2([O:4][CH2:3][C:2]3[O:1][CH:30]=[C:31]([C:32]([OH:34])=[O:33])[C:7]=3[C:6]2=[O:8])[CH2:9][CH2:10]1)=[O:15])[C:18]1[CH:23]=[CH:22][CH:21]=[CH:20][CH:19]=1. (4) Given the reactants [C:1](=[O:6])([O:4][CH3:5])OC.[H-].[Na+].[CH2:9]1[CH2:13][O:12][CH2:11][CH2:10]1.C([CH:17]1[CH2:22][CH:21]2[CH2:23][CH:18]1C=C2)(=O)C, predict the reaction product. The product is: [CH:22]12[CH2:21][CH:23]([CH:9]([CH:10]([CH:11]=[O:12])[C:1]([O:4][CH3:5])=[O:6])[CH2:13]1)[CH:18]=[CH:17]2. (5) The product is: [F:5][CH2:4][CH2:3][CH2:2][N:15]1[CH2:14][CH2:13][N:12]([C:16]2[C:25]3[N:24]=[C:23]([C:26]([F:28])([F:29])[F:27])[S:22][C:21]=3[NH:20][C:19]3[CH:30]=[CH:31][CH:32]=[CH:33][C:18]=3[N:17]=2)[CH2:11][C@@H:10]1[CH2:9][CH2:8][O:7][CH3:6]. Given the reactants Br[CH2:2][CH2:3][CH2:4][F:5].[CH3:6][O:7][CH2:8][CH2:9][C@@H:10]1[NH:15][CH2:14][CH2:13][N:12]([C:16]2[C:25]3[N:24]=[C:23]([C:26]([F:29])([F:28])[F:27])[S:22][C:21]=3[NH:20][C:19]3[CH:30]=[CH:31][CH:32]=[CH:33][C:18]=3[N:17]=2)[CH2:11]1.C(=O)([O-])[O-].[K+].[K+].[I-].[Na+].[Cl-].[Na+], predict the reaction product. (6) Given the reactants [CH3:1][N:2]1[CH2:8][C:7]2[CH:9]=[C:10]([N+:13]([O-])=O)[CH:11]=[CH:12][C:6]=2[O:5][CH2:4][CH2:3]1.[H][H], predict the reaction product. The product is: [CH3:1][N:2]1[CH2:8][C:7]2[CH:9]=[C:10]([NH2:13])[CH:11]=[CH:12][C:6]=2[O:5][CH2:4][CH2:3]1. (7) Given the reactants [NH2:1][C:2]1[CH:3]=[C:4]([C:8]([O:10][CH3:11])=[O:9])[N:5]([CH3:7])[CH:6]=1.[C:12]([O:16][C:17]([NH:19][C:20]1[CH:21]=[C:22]([C:26](O)=[O:27])[N:23]([CH3:25])[CH:24]=1)=[O:18])([CH3:15])([CH3:14])[CH3:13].CCN=C=NCCCN(C)C.Cl, predict the reaction product. The product is: [C:12]([O:16][C:17]([NH:19][C:20]1[CH:21]=[C:22]([C:26]([NH:1][C:2]2[CH:3]=[C:4]([C:8]([O:10][CH3:11])=[O:9])[N:5]([CH3:7])[CH:6]=2)=[O:27])[N:23]([CH3:25])[CH:24]=1)=[O:18])([CH3:15])([CH3:13])[CH3:14]. (8) Given the reactants C([O:4][C:5]1[CH:19]=[CH:18][C:8]([CH2:9][O:10][CH2:11][CH2:12][N:13]2[CH:17]=[CH:16][N:15]=[N:14]2)=[C:7]([CH3:20])[CH:6]=1)C=C.CN1C(=O)CC(=O)N(C)C1=O, predict the reaction product. The product is: [CH3:20][C:7]1[CH:6]=[C:5]([OH:4])[CH:19]=[CH:18][C:8]=1[CH2:9][O:10][CH2:11][CH2:12][N:13]1[CH:17]=[CH:16][N:15]=[N:14]1. (9) Given the reactants [C:1]([CH2:3][CH2:4][C:5]1[NH:9][C:8]([C:10]2[CH:15]=[CH:14][C:13]([F:16])=[CH:12][CH:11]=2)=[N:7][C:6]=1[C:17]1[CH:22]=[CH:21][CH:20]=[CH:19][C:18]=1[O:23]C)#[N:2].B(Br)(Br)Br.C(=O)([O-])O.[Na+].[Cl:34]CCl, predict the reaction product. The product is: [ClH:34].[C:1]([CH2:3][CH2:4][C:5]1[NH:9][C:8]([C:10]2[CH:11]=[CH:12][C:13]([F:16])=[CH:14][CH:15]=2)=[N:7][C:6]=1[C:17]1[CH:22]=[CH:21][CH:20]=[CH:19][C:18]=1[OH:23])#[N:2]. (10) Given the reactants [CH3:1][N:2]([CH2:4][C:5]1[CH:10]=[CH:9][C:8]([C:11]2[CH:16]=[CH:15][CH:14]=[C:13]([N:17]3[C:22]4[N:23]=[CH:24][C:25]([F:27])=[CH:26][C:21]=4[C:20](=[O:28])[N:19]([C@@H:29]4[CH2:34][CH2:33][C@H:32]([NH:35]C(=O)OC(C)(C)C)[CH2:31][CH2:30]4)[C:18]3=[O:43])[CH:12]=2)=[CH:7][CH:6]=1)[CH3:3].Cl, predict the reaction product. The product is: [NH2:35][C@@H:32]1[CH2:33][CH2:34][C@H:29]([N:19]2[C:20](=[O:28])[C:21]3[CH:26]=[C:25]([F:27])[CH:24]=[N:23][C:22]=3[N:17]([C:13]3[CH:12]=[C:11]([C:8]4[CH:7]=[CH:6][C:5]([CH2:4][N:2]([CH3:1])[CH3:3])=[CH:10][CH:9]=4)[CH:16]=[CH:15][CH:14]=3)[C:18]2=[O:43])[CH2:30][CH2:31]1.